Dataset: Reaction yield outcomes from USPTO patents with 853,638 reactions. Task: Predict the reaction yield, written as a fraction of the theoretical maximum amount of product (1.0 means a 100% yield; for example, 0.34 means a 34% yield). (1) The reactants are Br[C:2]1[C:24](=[O:25])[N:23]([CH:26]2[CH2:30][CH2:29][CH2:28][CH2:27]2)[C:5]2[N:6]=[C:7]([NH:10][C:11]3[CH:16]=[CH:15][C:14]([N:17]4[CH2:22][CH2:21][O:20][CH2:19][CH2:18]4)=[CH:13][N:12]=3)[N:8]=[CH:9][C:4]=2[C:3]=1[CH3:31].C([Sn](CCCC)(CCCC)[C:37]([O:39][CH2:40][CH3:41])=[CH2:38])CCC. The catalyst is C1(C)C=CC=CC=1.C1C=CC([P]([Pd]([P](C2C=CC=CC=2)(C2C=CC=CC=2)C2C=CC=CC=2)([P](C2C=CC=CC=2)(C2C=CC=CC=2)C2C=CC=CC=2)[P](C2C=CC=CC=2)(C2C=CC=CC=2)C2C=CC=CC=2)(C2C=CC=CC=2)C2C=CC=CC=2)=CC=1. The product is [CH:26]1([N:23]2[C:5]3[N:6]=[C:7]([NH:10][C:11]4[CH:16]=[CH:15][C:14]([N:17]5[CH2:18][CH2:19][O:20][CH2:21][CH2:22]5)=[CH:13][N:12]=4)[N:8]=[CH:9][C:4]=3[C:3]([CH3:31])=[C:2]([C:37]([O:39][CH2:40][CH3:41])=[CH2:38])[C:24]2=[O:25])[CH2:30][CH2:29][CH2:28][CH2:27]1. The yield is 0.386. (2) The reactants are [CH:1](=O)[C:2]1[CH:7]=[CH:6][CH:5]=[CH:4][CH:3]=1.Cl.[NH2:10][OH:11]. The catalyst is CO.O. The product is [CH:1](=[N:10][OH:11])[C:2]1[CH:7]=[CH:6][CH:5]=[CH:4][CH:3]=1. The yield is 0.862.